This data is from Forward reaction prediction with 1.9M reactions from USPTO patents (1976-2016). The task is: Predict the product of the given reaction. (1) Given the reactants [NH:1](C(OC(C)(C)C)=O)[C@H:2]([C:5]([OH:7])=[O:6])[CH2:3][NH2:4].[NH2:15][CH2:16][CH2:17][N:18]1[CH2:23][CH2:22][O:21][CH2:20][CH2:19]1.[C:24]([OH:30])([C:26]([F:29])([F:28])[F:27])=[O:25], predict the reaction product. The product is: [NH2:1][C@H:2]([C:5]([OH:7])=[O:6])[CH2:3][NH2:4].[OH:30][C:24]([C:26]([F:29])([F:28])[F:27])=[O:25].[NH2:15][CH2:16][CH2:17][N:18]1[CH2:23][CH2:22][O:21][CH2:20][CH2:19]1. (2) Given the reactants Cl.[OH:2][C:3]1[CH:4]=[C:5]2[C:10](=[CH:11][CH:12]=1)[CH2:9][NH:8][CH:7]([C:13]([O:15][CH3:16])=[O:14])[CH2:6]2.[C:17]([Si:21](Cl)([CH3:23])[CH3:22])([CH3:20])([CH3:19])[CH3:18], predict the reaction product. The product is: [Si:21]([O:2][C:3]1[CH:4]=[C:5]2[C:10](=[CH:11][CH:12]=1)[CH2:9][NH:8][CH:7]([C:13]([O:15][CH3:16])=[O:14])[CH2:6]2)([C:17]([CH3:20])([CH3:19])[CH3:18])([CH3:23])[CH3:22]. (3) The product is: [C:1]([Si:5]([O:8][CH:9]([CH2:12][CH2:13][C:14]1[S:18][C:17]2[CH:19]=[CH:20][CH:21]=[CH:22][C:16]=2[C:15]=1[Cl:23])/[CH:10]=[CH:11]/[I:24])([CH3:6])[CH3:7])([CH3:4])([CH3:2])[CH3:3]. Given the reactants [C:1]([Si:5]([O:8][CH:9]([CH2:12][CH2:13][C:14]1[S:18][C:17]2[CH:19]=[CH:20][CH:21]=[CH:22][C:16]=2[C:15]=1[Cl:23])[C:10]#[CH:11])([CH3:7])[CH3:6])([CH3:4])([CH3:3])[CH3:2].[I:24]N1C(=O)CCC1=O.C(=O)(O)[O-].[Na+], predict the reaction product. (4) Given the reactants [Cl:1][C:2]1[CH:3]=[C:4]([CH:6]=[C:7]([Cl:9])[CH:8]=1)[NH2:5].[CH2:10]([C:12](=O)[C:13]([O-:15])=[O:14])[CH3:11].[Cl:17][C:18]1[CH:19]=[C:20]([CH:23]=[CH:24][CH:25]=1)C=C.F[C:27](F)(F)[C:28](O)=O, predict the reaction product. The product is: [CH2:27]([O:15][C:13]([CH:12]1[CH2:10][CH:11]([C:24]2[CH:23]=[CH:20][CH:19]=[C:18]([Cl:17])[CH:25]=2)[C:3]2[C:4](=[CH:6][C:7]([Cl:9])=[CH:8][C:2]=2[Cl:1])[NH:5]1)=[O:14])[CH3:28]. (5) Given the reactants FC(F)(F)S([O-])(=O)=O.[CH3:9][N+:10]1[C:23]2[C:18](=[CH:19][CH:20]=[CH:21][CH:22]=2)[C:17]([C:24]([O:26][CH3:27])=[O:25])=[C:16]2[C:11]=1[CH:12]=[CH:13][CH:14]=[CH:15]2, predict the reaction product. The product is: [CH3:9][N:10]1[C:23]2[C:18](=[CH:19][CH:20]=[CH:21][CH:22]=2)[CH:17]([C:24]([O:26][CH3:27])=[O:25])[C:16]2[CH:15]=[CH:14][CH:13]=[CH:12][C:11]1=2. (6) Given the reactants C([O:5][C:6](=[O:20])[NH:7][CH:8]([C:12]1[CH:17]=[CH:16][C:15]([F:18])=[C:14]([F:19])[CH:13]=1)[CH:9](O)[CH3:10])(C)(C)C.[H-].[Na+].O, predict the reaction product. The product is: [F:19][C:14]1[CH:13]=[C:12]([CH:8]2[CH:9]([CH3:10])[O:20][C:6](=[O:5])[NH:7]2)[CH:17]=[CH:16][C:15]=1[F:18].